From a dataset of Forward reaction prediction with 1.9M reactions from USPTO patents (1976-2016). Predict the product of the given reaction. (1) Given the reactants [CH2:1]([O:8][C:9]1[C:14]([C:15]([O:17][CH2:18][C:19]2[CH:24]=[CH:23][CH:22]=[CH:21][CH:20]=2)=[O:16])=[C:13]([O:25][CH2:26][C:27]2[CH:32]=[CH:31][CH:30]=[CH:29][CH:28]=2)[N:12]=[C:11]([C:33]2[CH:41]=[C:40]3[C:36]([C:37]4[CH2:45][CH2:44][N:43](C(OC(C)(C)C)=O)[CH2:42][C:38]=4[NH:39]3)=[CH:35][CH:34]=2)[C:10]=1[CH2:53][CH3:54])[C:2]1[CH:7]=[CH:6][CH:5]=[CH:4][CH:3]=1.C(O)(C(F)(F)F)=O, predict the reaction product. The product is: [CH2:26]([O:25][C:13]1[N:12]=[C:11]([C:33]2[CH:41]=[C:40]3[C:36]([C:37]4[CH2:45][CH2:44][NH:43][CH2:42][C:38]=4[NH:39]3)=[CH:35][CH:34]=2)[C:10]([CH2:53][CH3:54])=[C:9]([O:8][CH2:1][C:2]2[CH:3]=[CH:4][CH:5]=[CH:6][CH:7]=2)[C:14]=1[C:15]([O:17][CH2:18][C:19]1[CH:20]=[CH:21][CH:22]=[CH:23][CH:24]=1)=[O:16])[C:27]1[CH:32]=[CH:31][CH:30]=[CH:29][CH:28]=1. (2) Given the reactants [CH2:1]([O:3][C@@H:4]([CH2:10][C:11]1[CH:16]=[CH:15][C:14]([O:17][CH2:18][C:19]([N:21]([CH2:34][CH3:35])[CH2:22][C:23]2[CH:28]=[CH:27][C:26]([O:29][C:30]([F:33])([F:32])[F:31])=[CH:25][CH:24]=2)=[O:20])=[CH:13][CH:12]=1)[C:5]([O:7]CC)=[O:6])[CH3:2].[Li+].[OH-].Cl, predict the reaction product. The product is: [CH2:1]([O:3][C@@H:4]([CH2:10][C:11]1[CH:16]=[CH:15][C:14]([O:17][CH2:18][C:19]([N:21]([CH2:34][CH3:35])[CH2:22][C:23]2[CH:28]=[CH:27][C:26]([O:29][C:30]([F:32])([F:33])[F:31])=[CH:25][CH:24]=2)=[O:20])=[CH:13][CH:12]=1)[C:5]([OH:7])=[O:6])[CH3:2]. (3) Given the reactants [Cl:1][C:2]1[CH:3]=[C:4]([NH2:9])[C:5]([NH2:8])=[CH:6][CH:7]=1.O=[C:11]([CH3:15])[C:12](O)=[O:13], predict the reaction product. The product is: [Cl:1][C:2]1[CH:3]=[C:4]2[C:5](=[CH:6][CH:7]=1)[NH:8][C:12](=[O:13])[C:11]([CH3:15])=[N:9]2.[Cl:1][C:2]1[CH:3]=[C:4]2[C:5]([N:8]=[C:11]([CH3:15])[C:12](=[O:13])[NH:9]2)=[CH:6][CH:7]=1.